Dataset: TCR-epitope binding with 47,182 pairs between 192 epitopes and 23,139 TCRs. Task: Binary Classification. Given a T-cell receptor sequence (or CDR3 region) and an epitope sequence, predict whether binding occurs between them. (1) The epitope is PROT_97E67BCC. The TCR CDR3 sequence is CASRRGTSGTGELFF. Result: 1 (the TCR binds to the epitope). (2) The epitope is PROT_97E67BCC. The TCR CDR3 sequence is CASSELASGQGSQYF. Result: 1 (the TCR binds to the epitope). (3) The epitope is SEVGPEHSLAEY. The TCR CDR3 sequence is CASSQGVDSPYEQYF. Result: 1 (the TCR binds to the epitope). (4) The epitope is FLNRFTTTL. The TCR CDR3 sequence is CASSEGEKLFF. Result: 1 (the TCR binds to the epitope). (5) The epitope is KRWIILGLNK. The TCR CDR3 sequence is CSARGWVSNNQETQYF. Result: 1 (the TCR binds to the epitope).